From a dataset of Peptide-MHC class II binding affinity with 134,281 pairs from IEDB. Regression. Given a peptide amino acid sequence and an MHC pseudo amino acid sequence, predict their binding affinity value. This is MHC class II binding data. (1) The peptide sequence is GTGSLVITASMSGHI. The MHC is DRB1_0405 with pseudo-sequence DRB1_0405. The binding affinity (normalized) is 0.530. (2) The peptide sequence is FNNFTVSFWLRVPKV. The MHC is HLA-DQA10501-DQB10201 with pseudo-sequence HLA-DQA10501-DQB10201. The binding affinity (normalized) is 0.346.